From a dataset of Catalyst prediction with 721,799 reactions and 888 catalyst types from USPTO. Predict which catalyst facilitates the given reaction. (1) Reactant: [N:1]1[CH:6]=[CH:5][C:4]([C:7]2[NH:8][C:9]3[C:14]([CH:15]=2)=[CH:13][C:12]([C:16]([OH:18])=O)=[CH:11][CH:10]=3)=[CH:3][CH:2]=1.[B-](F)(F)(F)F.CCOC(C(C#N)=[N:30]OC(N(C)C)=[N+](C)C)=O.C(N(C(C)C)C(C)C)C.[NH2:50][C@@H:51]([CH2:56][CH2:57][CH2:58][NH:59][C:60]1[CH:65]=[CH:64][CH:63]=[CH:62][CH:61]=1)[C:52](OC)=[O:53]. Product: [C:60]1([NH:59][CH2:58][CH2:57][CH2:56][CH:51]([NH:50][C:16]([C:12]2[CH:13]=[C:14]3[C:9](=[CH:10][CH:11]=2)[NH:8][C:7]([C:4]2[CH:3]=[CH:2][N:1]=[CH:6][CH:5]=2)=[CH:15]3)=[O:18])[C:52]([NH2:30])=[O:53])[CH:65]=[CH:64][CH:63]=[CH:62][CH:61]=1. The catalyst class is: 3. (2) Reactant: [Cl:1][C:2]1[CH:7]=[CH:6][C:5]([C:8]([C:11]2[N:15]([C:16]3[CH:21]=[CH:20][C:19]([F:22])=[CH:18][CH:17]=3)[C:14]([CH:23]=O)=[N:13][CH:12]=2)([CH3:10])[CH3:9])=[CH:4][C:3]=1[O:25][CH3:26].[Br-].[Cl:28][C:29]1[CH:54]=[C:53]([C:55]([O:57][CH2:58][CH3:59])=[O:56])[CH:52]=[C:51]([F:60])[C:30]=1[CH2:31][P+](C1C=CC=CC=1)(C1C=CC=CC=1)C1C=CC=CC=1.C1CCN2C(=NCCC2)CC1. Product: [Cl:28][C:29]1[CH:54]=[C:53]([CH:52]=[C:51]([F:60])[C:30]=1[CH:31]=[CH:23][C:14]1[N:15]([C:16]2[CH:17]=[CH:18][C:19]([F:22])=[CH:20][CH:21]=2)[C:11]([C:8]([C:5]2[CH:6]=[CH:7][C:2]([Cl:1])=[C:3]([O:25][CH3:26])[CH:4]=2)([CH3:10])[CH3:9])=[CH:12][N:13]=1)[C:55]([O:57][CH2:58][CH3:59])=[O:56]. The catalyst class is: 144. (3) Reactant: [CH:1]1([NH:4][C:5](=[O:10])[C:6](Cl)=[N:7][OH:8])[CH2:3][CH2:2]1.[CH2:11]([O:13][C:14](=[O:20])/[CH:15]=[CH:16]/N(C)C)[CH3:12].C(OCC)(=O)C. Product: [CH2:11]([O:13][C:14]([C:15]1[C:6]([C:5](=[O:10])[NH:4][CH:1]2[CH2:3][CH2:2]2)=[N:7][O:8][CH:16]=1)=[O:20])[CH3:12]. The catalyst class is: 1. (4) Reactant: OC(C(F)(F)F)=O.Br[C:9]1[CH:10]=[C:11]2[C:18]3([O:22][N:21]([CH3:23])[C:20](=[NH:24])[NH:19]3)[CH2:17][CH:16]([C:25]3[CH:30]=[CH:29][CH:28]=[CH:27][CH:26]=3)[O:15][C:12]2=[CH:13][CH:14]=1.[C:31]([C:33]1[CH:34]=[C:35](B(O)O)[CH:36]=[CH:37][CH:38]=1)#[N:32].C([O-])([O-])=O.[Cs+].[Cs+]. Product: [NH2:24][C:20]1[N:21]([CH3:23])[O:22][C:18]2([C:11]3[C:12](=[CH:13][CH:14]=[C:9]([C:37]4[CH:38]=[C:33]([CH:34]=[CH:35][CH:36]=4)[C:31]#[N:32])[CH:10]=3)[O:15][CH:16]([C:25]3[CH:30]=[CH:29][CH:28]=[CH:27][CH:26]=3)[CH2:17]2)[N:19]=1. The catalyst class is: 551. (5) Reactant: [F:1][C:2]([F:13])([F:12])[C:3]1[CH:8]=[CH:7][C:6](B(O)O)=[CH:5][CH:4]=1.C([O-])([O-])=O.[Cs+].[Cs+].Cl[C:21]1[N:26]=[C:25]([O:27]C)[C:24]([O:29]C)=[CH:23][N:22]=1. Product: [OH:29][C:24]1[C:25](=[O:27])[NH:26][C:21]([C:6]2[CH:7]=[CH:8][C:3]([C:2]([F:13])([F:12])[F:1])=[CH:4][CH:5]=2)=[N:22][CH:23]=1. The catalyst class is: 123. (6) Reactant: [CH3:1][C:2]1([CH3:12])[C:10]2[C:5](=[CH:6][CH:7]=[CH:8][CH:9]=2)[C:4](=[O:11])[NH:3]1.[N+:13]([O-])([O-:15])=[O:14].[K+]. Product: [CH3:1][C:2]1([CH3:12])[C:10]2[C:5](=[CH:6][C:7]([N+:13]([O-:15])=[O:14])=[CH:8][CH:9]=2)[C:4](=[O:11])[NH:3]1. The catalyst class is: 65. (7) Reactant: [F:1][C:2]1[CH:3]=[C:4]([C:8]([C:14]2[NH:18][N:17]=[C:16]([C:19]3[C:27]4[C:22](=[N:23][CH:24]=[C:25]([C:28]5[CH:29]=[N:30][N:31]([CH3:33])[CH:32]=5)[CH:26]=4)[NH:21][CH:20]=3)[CH:15]=2)([O:10]COC)[CH3:9])[CH:5]=[CH:6][CH:7]=1.Cl. Product: [F:1][C:2]1[CH:3]=[C:4]([C:8]([C:14]2[NH:18][N:17]=[C:16]([C:19]3[C:27]4[C:22](=[N:23][CH:24]=[C:25]([C:28]5[CH:29]=[N:30][N:31]([CH3:33])[CH:32]=5)[CH:26]=4)[NH:21][CH:20]=3)[CH:15]=2)([OH:10])[CH3:9])[CH:5]=[CH:6][CH:7]=1. The catalyst class is: 12. (8) Reactant: Cl.[Br:2][C:3]1[CH:4]=[CH:5][C:6]2[N:7]([CH:9]=[C:10]([NH2:12])[N:11]=2)[CH:8]=1.[H-].[Na+].Cl[C:16]1[C:21]([O:22][CH3:23])=[CH:20][C:19]([S:24]([CH3:27])(=[O:26])=[O:25])=[CH:18][N:17]=1. Product: [Br:2][C:3]1[CH:4]=[CH:5][C:6]2[N:7]([CH:9]=[C:10]([NH:12][C:16]3[C:21]([O:22][CH3:23])=[CH:20][C:19]([S:24]([CH3:27])(=[O:26])=[O:25])=[CH:18][N:17]=3)[N:11]=2)[CH:8]=1. The catalyst class is: 20. (9) Reactant: C(N(CC)CC)C.Cl.[NH2:9][CH2:10][C:11]1[C:20]2[C:15](=[CH:16][CH:17]=[CH:18][CH:19]=2)[C:14](=[O:21])[NH:13][N:12]=1.[C:22](Cl)(=[O:29])[C:23]1[CH:28]=[CH:27][CH:26]=[CH:25][CH:24]=1. The catalyst class is: 3. Product: [O:21]=[C:14]1[C:15]2[C:20](=[CH:19][CH:18]=[CH:17][CH:16]=2)[C:11]([CH2:10][NH:9][C:22](=[O:29])[C:23]2[CH:28]=[CH:27][CH:26]=[CH:25][CH:24]=2)=[N:12][NH:13]1.